Dataset: Full USPTO retrosynthesis dataset with 1.9M reactions from patents (1976-2016). Task: Predict the reactants needed to synthesize the given product. (1) The reactants are: [H-].[Na+].[C:3]([N:7]1[C:11]2=[N:12][CH:13]=[N:14][C:15]([NH2:16])=[C:10]2[C:9]([C:17]2[CH:22]=[CH:21][C:20]([F:23])=[CH:19][CH:18]=2)=[N:8]1)([CH3:6])([CH3:5])[CH3:4].CI.O.[CH3:27][N:28]([CH3:31])[CH:29]=O. Given the product [C:3]([N:7]1[C:11]2=[N:12][CH:13]=[N:14][C:29]([N:28]([CH3:31])[CH3:27])=[C:10]2[C:9]([C:17]2[CH:18]=[CH:19][C:20]([F:23])=[CH:21][CH:22]=2)=[N:8]1)([CH3:6])([CH3:4])[CH3:5].[C:3]([N:7]1[C:11]2=[N:12][CH:13]=[N:14][C:15]([NH:16][CH3:27])=[C:10]2[C:9]([C:17]2[CH:18]=[CH:19][C:20]([F:23])=[CH:21][CH:22]=2)=[N:8]1)([CH3:6])([CH3:4])[CH3:5], predict the reactants needed to synthesize it. (2) Given the product [CH3:17][O:1][CH:2]1[CH2:7][CH2:6][N:5]([C:8]2[CH:16]=[CH:15][C:11]([C:12]([OH:14])=[O:13])=[CH:10][CH:9]=2)[CH2:4][CH2:3]1, predict the reactants needed to synthesize it. The reactants are: [OH:1][CH:2]1[CH2:7][CH2:6][N:5]([C:8]2[CH:16]=[CH:15][C:11]([C:12]([OH:14])=[O:13])=[CH:10][CH:9]=2)[CH2:4][CH2:3]1.[CH3:17]I.[H-].[Na+]. (3) Given the product [Cl:18][C:19]1[CH:20]=[CH:21][C:22]([CH2:23][N:24]2[C:32]3[C:27](=[CH:28][CH:29]=[CH:30][CH:31]=3)[C:26]([OH:34])([CH2:16][C:15](=[O:17])[C:10]3[CH:11]=[CH:12][CH:13]=[CH:14][N:9]=3)[C:25]2=[O:35])=[CH:36][CH:37]=1, predict the reactants needed to synthesize it. The reactants are: C(C1OC=CC=1)(=O)C.[N:9]1[CH:14]=[CH:13][CH:12]=[CH:11][C:10]=1[C:15](=[O:17])[CH3:16].[Cl:18][C:19]1[CH:37]=[CH:36][C:22]([CH2:23][N:24]2[C:32]3[C:27](=[CH:28][C:29](F)=[CH:30][CH:31]=3)[C:26](=[O:34])[C:25]2=[O:35])=[CH:21][CH:20]=1.ClC1C=CC(CN2C3C(=CC=CC=3)C(=O)C2=O)=CC=1. (4) The reactants are: [CH3:1]OC(OC)N(C)C.[C:9]([O:13][C:14]([N:16]1[CH2:21][CH2:20][C:19](=O)[CH2:18][CH2:17]1)=[O:15])([CH3:12])([CH3:11])[CH3:10].S(O)(O)(=O)=O.[CH3:28][NH:29][C:30](=[NH:32])[SH:31].[O-]CC.[Na+]. Given the product [C:9]([O:13][C:14]([N:16]1[CH2:21][CH2:20][C:19]2[N:32]=[C:30]([S:31][CH3:1])[N:29]=[CH:28][C:18]=2[CH2:17]1)=[O:15])([CH3:12])([CH3:11])[CH3:10], predict the reactants needed to synthesize it. (5) Given the product [CH3:1][O:2][C:3]([C:4]1[C:5]2[CH:47]([OH:51])[C:48]([CH3:50])([CH3:49])[CH:12]([C:13]3[CH:18]=[CH:17][CH:16]=[C:15]([Br:19])[CH:14]=3)[NH:11][C:6]=2[CH:7]=[C:8]([F:10])[CH:9]=1)=[O:20], predict the reactants needed to synthesize it. The reactants are: [CH3:1][O:2][C:3](=[O:20])[C:4]1[CH:9]=[C:8]([F:10])[CH:7]=[C:6]([N:11]=[CH:12][C:13]2[CH:18]=[CH:17][CH:16]=[C:15]([Br:19])[CH:14]=2)[CH:5]=1.O.[O-]S(C(F)(F)F)(=O)=O.[Yb+3].[O-]S(C(F)(F)F)(=O)=O.[O-]S(C(F)(F)F)(=O)=O.[CH:47](=[O:51])[CH:48]([CH3:50])[CH3:49].O. (6) Given the product [CH3:12][O:11][C:9](=[O:10])[CH2:8][N:1]1[CH2:6][CH2:5][O:4][CH2:3][CH2:2]1, predict the reactants needed to synthesize it. The reactants are: [NH:1]1[CH2:6][CH2:5][O:4][CH2:3][CH2:2]1.Br[CH2:8][C:9]([O:11][CH3:12])=[O:10]. (7) Given the product [ClH:22].[CH3:1][O:2][C:3](=[O:21])[C:4]1[CH:9]=[CH:8][C:7]([C:10]#[C:11][CH2:12][NH2:13])=[CH:6][CH:5]=1, predict the reactants needed to synthesize it. The reactants are: [CH3:1][O:2][C:3](=[O:21])[C:4]1[CH:9]=[CH:8][C:7]([C:10]#[C:11][CH2:12][NH:13]C(OC(C)(C)C)=O)=[CH:6][CH:5]=1.[ClH:22].O1CCOCC1. (8) Given the product [CH2:30]([O:1][C:2]1[CH:3]=[C:4]([C@@:8]23[C@@H:17]([OH:18])[CH2:16][CH2:15][CH2:14][C@H:13]2[C@H:12]([CH3:19])[C:11]2([O:20][CH2:21][CH2:22][O:23]2)[CH2:10][CH2:9]3)[CH:5]=[CH:6][CH:7]=1)[C:31]1[CH:36]=[CH:35][CH:34]=[CH:33][CH:32]=1, predict the reactants needed to synthesize it. The reactants are: [OH:1][C:2]1[CH:3]=[C:4]([C@@:8]23[C@@H:17]([OH:18])[CH2:16][CH2:15][CH2:14][C@H:13]2[C@H:12]([CH3:19])[C:11]2([O:23][CH2:22][CH2:21][O:20]2)[CH2:10][CH2:9]3)[CH:5]=[CH:6][CH:7]=1.C(=O)([O-])[O-].[K+].[K+].[CH2:30](Br)[C:31]1[CH:36]=[CH:35][CH:34]=[CH:33][CH:32]=1.C(=O)(O)[O-].[Na+]. (9) Given the product [C:26]([C:22]1[CH:21]=[C:20]([N:18]([CH3:19])[C:17]([CH2:16][O:15][C:13]2[C:12]3[C:7](=[CH:8][C:9]([Cl:32])=[CH:10][C:11]=3[Cl:31])[CH:6]=[C:5]([C:3]([OH:4])=[O:2])[CH:14]=2)=[O:30])[CH:25]=[CH:24][CH:23]=1)([OH:28])=[O:27], predict the reactants needed to synthesize it. The reactants are: C[O:2][C:3]([C:5]1[CH:14]=[C:13]([O:15][CH2:16][C:17](=[O:30])[N:18]([C:20]2[CH:25]=[CH:24][CH:23]=[C:22]([C:26]([O:28]C)=[O:27])[CH:21]=2)[CH3:19])[C:12]2[C:7](=[CH:8][C:9]([Cl:32])=[CH:10][C:11]=2[Cl:31])[CH:6]=1)=[O:4].[Li+].[OH-]. (10) Given the product [CH:20]1([N:19]2[C:13]3[CH:12]=[C:11]([NH:10][C:7]([C:6]4[N:2]([CH3:1])[N:3]=[CH:4][CH:5]=4)=[O:9])[N:16]=[CH:15][C:14]=3[C:17]([CH3:24])([CH3:25])[C:18]2=[O:23])[CH2:22][CH2:21]1, predict the reactants needed to synthesize it. The reactants are: [CH3:1][N:2]1[C:6]([C:7]([OH:9])=O)=[CH:5][CH:4]=[N:3]1.[NH2:10][C:11]1[N:16]=[CH:15][C:14]2[C:17]([CH3:25])([CH3:24])[C:18](=[O:23])[N:19]([CH:20]3[CH2:22][CH2:21]3)[C:13]=2[CH:12]=1.